The task is: Predict the reactants needed to synthesize the given product.. This data is from Full USPTO retrosynthesis dataset with 1.9M reactions from patents (1976-2016). (1) Given the product [C:6]([NH:10][C:11]([C:13]1[C:18]([CH3:1])=[C:17]([Cl:19])[CH:16]=[CH:15][N:14]=1)=[O:12])([CH3:9])([CH3:7])[CH3:8], predict the reactants needed to synthesize it. The reactants are: [CH2:1]([Li])CCC.[C:6]([NH:10][C:11]([C:13]1[CH:18]=[C:17]([Cl:19])[CH:16]=[CH:15][N:14]=1)=[O:12])([CH3:9])([CH3:8])[CH3:7].IC.[NH4+].[Cl-]. (2) Given the product [CH3:1][N:2]1[C:10]2[N:9]=[CH:8][N:7]([CH2:24][C:23]3[CH:26]=[CH:27][C:28]([OH:29])=[C:21]([OH:20])[CH:22]=3)[C:6]=2[C:5](=[O:11])[N:4]([CH2:24][C:23]2[CH:26]=[CH:27][C:28]([OH:29])=[C:21]([OH:20])[CH:22]=2)[C:3]1=[O:12], predict the reactants needed to synthesize it. The reactants are: [CH3:1][N:2]1[C:10]2[N:9]=[CH:8][NH:7][C:6]=2[C:5](=[O:11])[NH:4][C:3]1=[O:12].C([O:20][C:21]1[CH:22]=[C:23]([CH:26]=[CH:27][C:28]=1[O:29]CC1C=CC=CC=1)[CH2:24]Cl)C1C=CC=CC=1.[H-].[Na+]. (3) Given the product [NH:8]1[CH2:13][CH2:12][CH:11]([NH:14][C:15]2[CH:16]=[CH:17][C:18]([O:21][C:22]([F:23])([F:24])[F:25])=[CH:19][CH:20]=2)[CH2:10][CH2:9]1, predict the reactants needed to synthesize it. The reactants are: C([N:8]1[CH2:13][CH2:12][CH:11]([NH:14][C:15]2[CH:20]=[CH:19][C:18]([O:21][C:22]([F:25])([F:24])[F:23])=[CH:17][CH:16]=2)[CH2:10][CH2:9]1)C1C=CC=CC=1.[H][H]. (4) Given the product [Cl:29][C:23]1[CH:24]=[C:25]([Cl:28])[CH:26]=[CH:27][C:22]=1[CH2:21][N:11]1[C:12]([CH2:14][CH2:15][C:16]([O:18][CH2:19][CH3:20])=[O:17])=[CH:13][C:9]([O:8][CH2:7][C:6]2[O:3][C:1]([CH3:2])=[N:4][N:5]=2)=[N:10]1, predict the reactants needed to synthesize it. The reactants are: [C:1]([NH:4][NH:5][C:6](=O)[CH2:7][O:8][C:9]1[CH:13]=[C:12]([CH2:14][CH2:15][C:16]([O:18][CH2:19][CH3:20])=[O:17])[N:11]([CH2:21][C:22]2[CH:27]=[CH:26][C:25]([Cl:28])=[CH:24][C:23]=2[Cl:29])[N:10]=1)(=[O:3])[CH3:2].O=P12OP3(OP(OP(O3)(O1)=O)(=O)O2)=O.C[Si](C)(C)O[Si](C)(C)C.C1(C)C=CC=CC=1. (5) Given the product [Cl:1][C:2]1[CH:3]=[C:4]([N:11]2[C:20]3[C:15](=[CH:16][C:17]([S:21]([NH:43][C:39]4[N:38]=[N:37][CH:42]=[CH:41][CH:40]=4)(=[O:22])=[O:24])=[CH:18][CH:19]=3)[CH:14]=[CH:13][C:12]2=[O:36])[C:5]([O:9][CH3:10])=[N:6][C:7]=1[Cl:8], predict the reactants needed to synthesize it. The reactants are: [Cl:1][C:2]1[CH:3]=[C:4]([N:11]2[C:20]3[C:15](=[CH:16][C:17]([S:21]([O:24]C4C(F)=C(F)C(F)=C(F)C=4F)(=O)=[O:22])=[CH:18][CH:19]=3)[CH:14]=[CH:13][C:12]2=[O:36])[C:5]([O:9][CH3:10])=[N:6][C:7]=1[Cl:8].[N:37]1[CH:42]=[CH:41][CH:40]=[C:39]([NH2:43])[N:38]=1.CS(C)=O.C[Si]([N-][Si](C)(C)C)(C)C.[Li+]. (6) Given the product [Cl:29][C:30]1[CH:35]=[C:34]([Cl:36])[CH:33]=[CH:32][C:31]=1[C:37]1[C:45]2[C:41](=[C:42]([CH:47]=[CH:2][O:3][CH3:4])[N:43]([CH3:46])[N:44]=2)[CH:40]=[CH:39][CH:38]=1, predict the reactants needed to synthesize it. The reactants are: [Cl-].[CH3:2][O:3][CH2:4][P+](C1C=CC=CC=1)(C1C=CC=CC=1)C1C=CC=CC=1.C([Li])CCC.[Cl:29][C:30]1[CH:35]=[C:34]([Cl:36])[CH:33]=[CH:32][C:31]=1[C:37]1[C:45]2[C:41](=[C:42]([CH:47]=O)[N:43]([CH3:46])[N:44]=2)[CH:40]=[CH:39][CH:38]=1.[Cl-].[NH4+].